From a dataset of NCI-60 drug combinations with 297,098 pairs across 59 cell lines. Regression. Given two drug SMILES strings and cell line genomic features, predict the synergy score measuring deviation from expected non-interaction effect. (1) Drug 1: C1=CC(=CC=C1CCCC(=O)O)N(CCCl)CCCl. Drug 2: CCC1(C2=C(COC1=O)C(=O)N3CC4=CC5=C(C=CC(=C5CN(C)C)O)N=C4C3=C2)O.Cl. Cell line: PC-3. Synergy scores: CSS=15.0, Synergy_ZIP=-9.56, Synergy_Bliss=-9.27, Synergy_Loewe=-7.07, Synergy_HSA=-6.06. (2) Cell line: UACC62. Synergy scores: CSS=25.9, Synergy_ZIP=5.79, Synergy_Bliss=2.92, Synergy_Loewe=-19.9, Synergy_HSA=-4.26. Drug 2: C1=NC2=C(N1)C(=S)N=C(N2)N. Drug 1: C1CCC(C1)C(CC#N)N2C=C(C=N2)C3=C4C=CNC4=NC=N3. (3) Drug 1: C1=NNC2=C1C(=O)NC=N2. Drug 2: C(CCl)NC(=O)N(CCCl)N=O. Cell line: NCI-H522. Synergy scores: CSS=10.2, Synergy_ZIP=-0.901, Synergy_Bliss=4.29, Synergy_Loewe=-0.266, Synergy_HSA=1.19.